From a dataset of Forward reaction prediction with 1.9M reactions from USPTO patents (1976-2016). Predict the product of the given reaction. (1) Given the reactants S(Cl)(Cl)=O.[C:5]1([N:11]2[C:15]([CH2:16][CH2:17][CH3:18])=[C:14]([CH2:19]O)[C:13]([C:21]3[CH:26]=[CH:25][CH:24]=[CH:23][CH:22]=3)=[N:12]2)[CH:10]=[CH:9][CH:8]=[CH:7][CH:6]=1.C(Cl)(Cl)Cl, predict the reaction product. The product is: [C:5]1([N:11]2[C:15]([CH2:16][CH2:17][CH3:18])=[C:14]([CH2:19][NH:11][CH2:5][CH2:6][CH2:7][CH3:8])[C:13]([C:21]3[CH:26]=[CH:25][CH:24]=[CH:23][CH:22]=3)=[N:12]2)[CH:10]=[CH:9][CH:8]=[CH:7][CH:6]=1. (2) Given the reactants [C:1]([C:3]1[CH:4]=[C:5]2[N:11]=[CH:10][N:9]([C:12]3[CH:13]=[C:14]([NH:26][C:27](=[O:29])[CH3:28])[CH:15]=[C:16]([C:18]4[CH:23]=[CH:22][C:21]([F:24])=[CH:20][C:19]=4[F:25])[CH:17]=3)[C:6]2=[N:7][CH:8]=1)#[CH:2].[N:30]([CH:33]1[CH2:38][CH2:37][O:36][CH2:35][CH2:34]1)=[N+:31]=[N-:32], predict the reaction product. The product is: [F:25][C:19]1[CH:20]=[C:21]([F:24])[CH:22]=[CH:23][C:18]=1[C:16]1[CH:17]=[C:12]([N:9]2[C:6]3=[N:7][CH:8]=[C:3]([C:1]4[N:32]=[N:31][N:30]([CH:33]5[CH2:38][CH2:37][O:36][CH2:35][CH2:34]5)[CH:2]=4)[CH:4]=[C:5]3[N:11]=[CH:10]2)[CH:13]=[C:14]([NH:26][C:27](=[O:29])[CH3:28])[CH:15]=1.